Dataset: Catalyst prediction with 721,799 reactions and 888 catalyst types from USPTO. Task: Predict which catalyst facilitates the given reaction. (1) Reactant: C([O:3][C:4](=[O:27])[CH2:5][C:6]1[C:11]([C:12]#[N:13])=[CH:10][CH:9]=[C:8]([NH:14][CH2:15][C:16]([F:25])([F:24])[C:17]2[CH:22]=[CH:21][C:20]([CH3:23])=[CH:19][N:18]=2)[C:7]=1[F:26])C.CO.[Li+].[OH-].Cl. Product: [C:12]([C:11]1[C:6]([CH2:5][C:4]([OH:27])=[O:3])=[C:7]([F:26])[C:8]([NH:14][CH2:15][C:16]([F:25])([F:24])[C:17]2[CH:22]=[CH:21][C:20]([CH3:23])=[CH:19][N:18]=2)=[CH:9][CH:10]=1)#[N:13]. The catalyst class is: 90. (2) Reactant: [C:1]1([C:35]2[CH:40]=[CH:39][CH:38]=[CH:37][CH:36]=2)[CH:6]=[CH:5][C:4]([C:7]2[N:12]=[C:11]3[CH:13]=[C:14]([O:24][C@H:25]4[C@H:29]5[O:30][CH2:31][C@@H:32]([OH:33])[C@H:28]5[O:27][CH2:26]4)[N:15]([CH2:16][O:17][CH2:18][CH2:19][Si:20]([CH3:23])([CH3:22])[CH3:21])[C:10]3=[CH:9][C:8]=2[Cl:34])=[CH:3][CH:2]=1.C1C(=O)N([Br:48])C(=O)C1. Product: [C:1]1([C:35]2[CH:40]=[CH:39][CH:38]=[CH:37][CH:36]=2)[CH:2]=[CH:3][C:4]([C:7]2[N:12]=[C:11]3[C:13]([Br:48])=[C:14]([O:24][C@H:25]4[C@H:29]5[O:30][CH2:31][C@@H:32]([OH:33])[C@H:28]5[O:27][CH2:26]4)[N:15]([CH2:16][O:17][CH2:18][CH2:19][Si:20]([CH3:21])([CH3:22])[CH3:23])[C:10]3=[CH:9][C:8]=2[Cl:34])=[CH:5][CH:6]=1. The catalyst class is: 4.